Predict which catalyst facilitates the given reaction. From a dataset of Catalyst prediction with 721,799 reactions and 888 catalyst types from USPTO. (1) Reactant: [CH:1]1([N:4]([CH2:12][C:13]2[CH:18]=[C:17]([CH:19]=C)[CH:16]=[C:15]([Cl:21])[C:14]=2[Cl:22])[C:5](=[O:11])[O:6][C:7]([CH3:10])([CH3:9])[CH3:8])[CH2:3][CH2:2]1.[O:23]=[O+][O-].C1(P(C2C=CC=CC=2)C2C=CC=CC=2)C=CC=CC=1. Product: [CH:1]1([N:4]([CH2:12][C:13]2[CH:18]=[C:17]([CH:19]=[O:23])[CH:16]=[C:15]([Cl:21])[C:14]=2[Cl:22])[C:5](=[O:11])[O:6][C:7]([CH3:10])([CH3:9])[CH3:8])[CH2:3][CH2:2]1. The catalyst class is: 4. (2) Reactant: [Br:1][C:2]1[CH:7]=[CH:6][C:5]([N:8]2[C:19]3[C:11](=[CH:12][C:13]4[S:17][CH:16]=[N:15][C:14]=4[C:18]=3[F:20])[N:10]([S:21]([CH:24]3[CH2:26][CH2:25]3)(=[O:23])=[O:22])C2=O)=[C:4]([Cl:28])[CH:3]=1.C[Si](C)(C)[O-].[K+]. Product: [Br:1][C:2]1[CH:7]=[CH:6][C:5]([NH:8][C:19]2[C:11]([NH:10][S:21]([CH:24]3[CH2:25][CH2:26]3)(=[O:22])=[O:23])=[CH:12][C:13]3[S:17][CH:16]=[N:15][C:14]=3[C:18]=2[F:20])=[C:4]([Cl:28])[CH:3]=1. The catalyst class is: 1. (3) Reactant: C([O-])([O-])=O.[K+].[K+].[CH2:7]([O:9][C:10]([CH:12]1[CH2:16][N:15]2[C:17]([C:27]3[S:35][C:34]4[CH:33]=[CH:32][N:31]=[CH:30][C:29]=4[CH:28]=3)=[C:18]([C:20]3[CH:25]=[CH:24][CH:23]=[C:22]([CH3:26])[N:21]=3)[N:19]=[C:14]2[N:13]1C(=O)C)=[O:11])[CH3:8]. Product: [CH2:7]([O:9][C:10]([CH:12]1[CH2:16][N:15]2[C:17]([C:27]3[S:35][C:34]4[CH:33]=[CH:32][N:31]=[CH:30][C:29]=4[CH:28]=3)=[C:18]([C:20]3[CH:25]=[CH:24][CH:23]=[C:22]([CH3:26])[N:21]=3)[N:19]=[C:14]2[NH:13]1)=[O:11])[CH3:8]. The catalyst class is: 271. (4) Reactant: Cl.[N:2]1[CH:3]=[CH:4][N:5]2[CH2:10][CH:9]([C:11](OCC)=[O:12])[CH2:8][CH2:7][C:6]=12.O1CCCC1.[H-].[Al+3].[Li+].[H-].[H-].[H-].[OH-].[Na+]. Product: [N:2]1[CH:3]=[CH:4][N:5]2[CH2:10][CH:9]([CH2:11][OH:12])[CH2:8][CH2:7][C:6]=12. The catalyst class is: 46. (5) Reactant: Cl.Cl.[CH3:3][C:4]1([CH3:26])[CH:13]=[CH:12][C:11]2[C:6](=[C:7]([CH2:14][N:15]3[CH2:20][CH2:19][C:18]4([CH2:25][CH2:24][NH:23][CH2:22][CH2:21]4)[CH2:17][CH2:16]3)[CH:8]=[CH:9][CH:10]=2)[O:5]1.[NH2:27][C:28]1[N:29]=[N:30][CH:31]=[CH:32][C:33]=1[C:34](O)=[O:35].C1CN([P+](ON2N=NC3C=CC=CC2=3)(N2CCCC2)N2CCCC2)CC1.F[P-](F)(F)(F)(F)F.C(N(CC)CC)C. Product: [CH3:3][C:4]1([CH3:26])[CH:13]=[CH:12][C:11]2[C:6](=[C:7]([CH2:14][N:15]3[CH2:20][CH2:19][C:18]4([CH2:25][CH2:24][N:23]([C:34]([C:33]5[CH:32]=[CH:31][N:30]=[N:29][C:28]=5[NH2:27])=[O:35])[CH2:22][CH2:21]4)[CH2:17][CH2:16]3)[CH:8]=[CH:9][CH:10]=2)[O:5]1. The catalyst class is: 4. (6) Reactant: ClC(Cl)(Cl)C[O:4][C:5]([C@@H:7]1[CH2:12][CH2:11][CH2:10][N:9]([C:13](=[O:24])[C@@H:14]([NH:16][C:17](=[O:23])[C@@H:18]([OH:22])[CH:19]([CH3:21])[CH3:20])[CH3:15])[NH:8]1)=[O:6].O.O.[OH-].[Li+].Cl. Product: [OH:22][C@@H:18]([CH:19]([CH3:21])[CH3:20])[C:17]([NH:16][C@@H:14]([CH3:15])[C:13]([N:9]1[CH2:10][CH2:11][CH2:12][C@@H:7]([C:5]([OH:6])=[O:4])[NH:8]1)=[O:24])=[O:23]. The catalyst class is: 7.